This data is from NCI-60 drug combinations with 297,098 pairs across 59 cell lines. The task is: Regression. Given two drug SMILES strings and cell line genomic features, predict the synergy score measuring deviation from expected non-interaction effect. (1) Drug 1: CNC(=O)C1=CC=CC=C1SC2=CC3=C(C=C2)C(=NN3)C=CC4=CC=CC=N4. Drug 2: CCC1=CC2CC(C3=C(CN(C2)C1)C4=CC=CC=C4N3)(C5=C(C=C6C(=C5)C78CCN9C7C(C=CC9)(C(C(C8N6C)(C(=O)OC)O)OC(=O)C)CC)OC)C(=O)OC.C(C(C(=O)O)O)(C(=O)O)O. Cell line: HS 578T. Synergy scores: CSS=66.0, Synergy_ZIP=15.1, Synergy_Bliss=15.0, Synergy_Loewe=-0.175, Synergy_HSA=13.8. (2) Drug 1: CC1=C(C(=CC=C1)Cl)NC(=O)C2=CN=C(S2)NC3=CC(=NC(=N3)C)N4CCN(CC4)CCO. Drug 2: C1=CN(C=N1)CC(O)(P(=O)(O)O)P(=O)(O)O. Cell line: HCT-15. Synergy scores: CSS=4.58, Synergy_ZIP=-4.21, Synergy_Bliss=-2.97, Synergy_Loewe=-5.60, Synergy_HSA=-3.04. (3) Drug 1: CCC1(CC2CC(C3=C(CCN(C2)C1)C4=CC=CC=C4N3)(C5=C(C=C6C(=C5)C78CCN9C7C(C=CC9)(C(C(C8N6C=O)(C(=O)OC)O)OC(=O)C)CC)OC)C(=O)OC)O.OS(=O)(=O)O. Drug 2: COC1=C2C(=CC3=C1OC=C3)C=CC(=O)O2. Cell line: ACHN. Synergy scores: CSS=-3.15, Synergy_ZIP=1.14, Synergy_Bliss=0.0911, Synergy_Loewe=-69.1, Synergy_HSA=-3.57.